Dataset: Catalyst prediction with 721,799 reactions and 888 catalyst types from USPTO. Task: Predict which catalyst facilitates the given reaction. (1) Reactant: [CH2:1]1[C:9]2[C:4](=[CH:5][C:6]([CH2:10][C:11]([NH:13][CH:14]3[CH2:19][C:18]4[CH:20]=[CH:21][CH:22]=[C:23]([C:24]([OH:26])=[O:25])[C:17]=4[O:16][B:15]3[OH:27])=[O:12])=[CH:7][CH:8]=2)[CH2:3][NH:2]1. Product: [CH2:3]([O:25][C:24]([C:23]1[C:17]2[O:16][B:15]([OH:27])[C@@H:14]([NH:13][C:11](=[O:12])[CH2:10][C:6]3[CH:5]=[C:4]4[C:9](=[CH:8][CH:7]=3)[CH2:1][NH:2][CH2:3]4)[CH2:19][C:18]=2[CH:20]=[CH:21][CH:22]=1)=[O:26])[CH2:4][CH2:5][CH3:6]. The catalyst class is: 51. (2) Reactant: [Cl:1][C:2]1[CH:3]=[C:4]([C:10]2[O:14][C:13]([CH3:16])([CH3:15])[C:12](=[O:17])[CH:11]=2)[CH:5]=[CH:6][C:7]=1[O:8][CH3:9].C1C(=O)N([Br:25])C(=O)C1. Product: [Br:25][C:11]1[C:12](=[O:17])[C:13]([CH3:15])([CH3:16])[O:14][C:10]=1[C:4]1[CH:5]=[CH:6][C:7]([O:8][CH3:9])=[C:2]([Cl:1])[CH:3]=1. The catalyst class is: 373.